Dataset: Full USPTO retrosynthesis dataset with 1.9M reactions from patents (1976-2016). Task: Predict the reactants needed to synthesize the given product. (1) The reactants are: [CH:1]([C:3]1[CH:21]=[CH:20][C:6]([CH2:7][N:8]2[CH2:13][CH2:12][N:11]([CH2:14][C:15](OCC)=[O:16])[CH2:10][CH2:9]2)=[CH:5][CH:4]=1)=[CH2:2].[NH2:22][NH2:23]. Given the product [CH2:1]([C:3]1[CH:21]=[CH:20][C:6]([CH2:7][N:8]2[CH2:13][CH2:12][N:11]([CH2:14][C:15]([NH:22][NH2:23])=[O:16])[CH2:10][CH2:9]2)=[CH:5][CH:4]=1)[CH3:2], predict the reactants needed to synthesize it. (2) Given the product [CH3:1][C:2]1[C:6]([CH2:7][N:8]2[CH:12]=[C:11]([N:13]3[C:17](=[O:18])[C:16]([CH3:19])([CH3:20])[N:15]([CH2:24][C:25]4[CH:32]=[CH:31][C:28]([C:29]#[N:30])=[CH:27][CH:26]=4)[C:14]3=[O:21])[CH:10]=[N:9]2)=[C:5]([CH3:22])[O:4][N:3]=1, predict the reactants needed to synthesize it. The reactants are: [CH3:1][C:2]1[C:6]([CH2:7][N:8]2[CH:12]=[C:11]([N:13]3[C:17](=[O:18])[C:16]([CH3:20])([CH3:19])[NH:15][C:14]3=[O:21])[CH:10]=[N:9]2)=[C:5]([CH3:22])[O:4][N:3]=1.Cl[CH2:24][C:25]1[CH:32]=[CH:31][C:28]([C:29]#[N:30])=[CH:27][CH:26]=1.C(=O)([O-])[O-].[Cs+].[Cs+]. (3) The reactants are: Cl[C:2]1[CH:7]=[C:6]([N:8]([CH3:34])[C:9]2[C:10]([CH:31]3[CH2:33][CH2:32]3)=[N:11][C:12]([N:17]3[CH2:22][CH2:21][N:20]([C:23](=[O:27])[CH2:24][CH2:25][OH:26])[C@H:19]([CH:28]4[CH2:30][CH2:29]4)[CH2:18]3)=[C:13]([CH:16]=2)[C:14]#[N:15])[CH:5]=[CH:4][N:3]=1.[K].[CH:36]([B-](F)(F)F)=[CH2:37].[H+].CCN(C(C)C)C(C)C. Given the product [CH:31]1([C:10]2[C:9]([N:8]([CH3:34])[C:6]3[CH:5]=[CH:4][N:3]=[C:2]([CH:36]=[CH2:37])[CH:7]=3)=[CH:16][C:13]([C:14]#[N:15])=[C:12]([N:17]3[CH2:22][CH2:21][N:20]([C:23](=[O:27])[CH2:24][CH2:25][OH:26])[C@H:19]([CH:28]4[CH2:30][CH2:29]4)[CH2:18]3)[N:11]=2)[CH2:33][CH2:32]1, predict the reactants needed to synthesize it. (4) Given the product [CH3:29][O:28][CH2:27]/[CH:26]=[CH:25]/[C:23]1[CH:22]=[N:21][C:20]2[C:19]([CH:24]=1)=[C:10]1[CH:11]=[CH:12][CH:13]=[CH:14][C:9]1=[N:8][C:30]=2[NH2:31], predict the reactants needed to synthesize it. The reactants are: C(OC([NH:8][C:9]1[CH:14]=[CH:13][CH:12]=[CH:11][C:10]=1B(O)O)=O)(C)(C)C.Cl[C:19]1[C:20]([C:30]#[N:31])=[N:21][CH:22]=[C:23](/[CH:25]=[CH:26]/[CH2:27][O:28][CH3:29])[CH:24]=1.C(=O)([O-])[O-].[Na+].[Na+].